From a dataset of Reaction yield outcomes from USPTO patents with 853,638 reactions. Predict the reaction yield, written as a fraction of the theoretical maximum amount of product (1.0 means a 100% yield; for example, 0.34 means a 34% yield). (1) The yield is 0.650. The product is [CH3:6][CH2:7][CH2:2][CH2:3][CH2:10][CH2:11][CH2:12][CH2:13][CH3:14]. The reactants are F[C:2]1[C:7](F)=[C:6](I)C=C[C:3]=1[C:10]1C=[CH:14][C:13](C2C=CC(CCC)=CC=2)=[CH:12][C:11]=1F.OCC(C)(CO)C.CC(C)=O. The catalyst is CC(O)C.CC([O-])=O.CC([O-])=O.[Pd+2]. (2) The reactants are [Cl:1][C:2]1[CH:3]=[C:4]([C:14]2[N:15]=[C:16]([CH:27]3[CH2:29][CH2:28]3)[O:17][C:18]=2[C:19]2[CH:24]=[CH:23][N:22]=[C:21]([S:25][CH3:26])[N:20]=2)[C:5]([F:13])=[C:6]([NH:8][S:9]([CH3:12])(=[O:11])=[O:10])[CH:7]=1.C1C=C(Cl)C=C(C(OO)=[O:38])C=1. The catalyst is C(Cl)Cl. The product is [Cl:1][C:2]1[CH:3]=[C:4]([C:14]2[N:15]=[C:16]([CH:27]3[CH2:29][CH2:28]3)[O:17][C:18]=2[C:19]2[CH:24]=[CH:23][N:22]=[C:21]([S:25]([CH3:26])=[O:38])[N:20]=2)[C:5]([F:13])=[C:6]([NH:8][S:9]([CH3:12])(=[O:11])=[O:10])[CH:7]=1. The yield is 0.930. (3) The product is [CH2:26]([N:22]1[C:10]2[C:11](=[C:12]3[C:7](=[CH:8][CH:9]=2)[N:6]=[C:5]([O:4][CH:1]([CH3:3])[CH3:2])[CH:14]=[C:13]3[C:15]([F:18])([F:17])[F:16])[O:19][CH2:20][C@H:21]1[CH3:23])[CH3:27]. No catalyst specified. The reactants are [CH:1]([O:4][C:5]1[CH:14]=[C:13]([C:15]([F:18])([F:17])[F:16])[C:12]2[C:7](=[CH:8][CH:9]=[C:10]3[NH:22][C@H:21]([CH3:23])[CH2:20][O:19][C:11]3=2)[N:6]=1)([CH3:3])[CH3:2].[BH4-].[Na+].[C:26](O)(=O)[CH3:27]. The yield is 1.00. (4) The reactants are [NH2:1][C@@H:2]([C@H:6]([OH:9])[CH2:7][CH3:8])[C:3]([OH:5])=[O:4].C([O-])(O)=O.[Na+].[C:15](=O)([O-:36])[O:16][C:17]1C(C)=C(C2C=CC(C3C=CC=CC=3)=CC=2)C=CN=1.[C:38]1([C:44]2[CH:49]=[CH:48][C:47](C3C=CN(C([O-])=O)C(=O)C=3C)=[CH:46][CH:45]=2)[CH:43]=[CH:42][CH:41]=[CH:40][CH:39]=1. The catalyst is O.C1COCC1. The product is [OH:9][C@H:6]([CH2:7][CH3:8])[C@H:2]([N:1]([C:47]1[CH:46]=[CH:45][C:44]([C:38]2[CH:39]=[CH:40][CH:41]=[CH:42][CH:43]=2)=[CH:49][CH:48]=1)[C:15]([O:16][CH3:17])=[O:36])[C:3]([OH:5])=[O:4]. The yield is 0.930.